From a dataset of Orexin1 receptor HTS with 218,158 compounds and 233 confirmed actives. Binary Classification. Given a drug SMILES string, predict its activity (active/inactive) in a high-throughput screening assay against a specified biological target. (1) The molecule is Clc1cc(c(OCCCC(=O)NCCN2C(=O)C(/SC2=O)=C/c2cccnc2)cc1)C. The result is 1 (active). (2) The molecule is O=C1CC(CC(N2CCCC2)=C1C(=O)CC)(C)C. The result is 0 (inactive). (3) The molecule is o1nc(CCCC(=O)NCCc2c(OC)ccc(OC)c2)cc1c1ccc(OC)cc1. The result is 0 (inactive). (4) The molecule is Brc1cc(c2nc(on2)CCC(=O)N2CCN(CC2)c2c(ccc(c2)C)C)ccc1. The result is 0 (inactive). (5) The compound is s1c(c2oc(c(n2)CN2CC(N(CC2)Cc2cc(OC)ccc2)CCO)C)ccc1. The result is 0 (inactive).